From a dataset of Peptide-MHC class II binding affinity with 134,281 pairs from IEDB. Regression. Given a peptide amino acid sequence and an MHC pseudo amino acid sequence, predict their binding affinity value. This is MHC class II binding data. (1) The peptide sequence is SIVACAKFTCAKSMS. The binding affinity (normalized) is 0.501. The MHC is HLA-DQA10201-DQB10301 with pseudo-sequence HLA-DQA10201-DQB10301. (2) The peptide sequence is GLSGEPKGGAESSSK. The MHC is HLA-DPA10201-DPB10101 with pseudo-sequence HLA-DPA10201-DPB10101. The binding affinity (normalized) is 0.0786.